This data is from Catalyst prediction with 721,799 reactions and 888 catalyst types from USPTO. The task is: Predict which catalyst facilitates the given reaction. (1) Reactant: [SH:1][C:2]1[NH:6][C:5]2[CH:7]=[CH:8][CH:9]=[C:10]([C:11]([O:13][CH3:14])=[O:12])[C:4]=2[N:3]=1.[C:15](=O)([O-])[O-].[K+].[K+].CI. Product: [CH3:15][S:1][C:2]1[NH:6][C:5]2[CH:7]=[CH:8][CH:9]=[C:10]([C:11]([O:13][CH3:14])=[O:12])[C:4]=2[N:3]=1. The catalyst class is: 39. (2) The catalyst class is: 2. Product: [F:11][C:12]1[CH:13]=[CH:14][C:15]([NH:18][NH:19][C:7]([C@:3]2([CH3:10])[CH2:4][CH2:5][CH2:6][N:2]2[CH3:1])=[O:9])=[N:16][CH:17]=1. Reactant: [CH3:1][N:2]1[CH2:6][CH2:5][CH2:4][C@@:3]1([CH3:10])[C:7]([OH:9])=O.[F:11][C:12]1[CH:13]=[CH:14][C:15]([NH:18][NH2:19])=[N:16][CH:17]=1.CCN(CC)CC.C1C=CC2N(O)N=NC=2C=1.O.CCN=C=NCCCN(C)C.Cl. (3) Reactant: F[P-](F)(F)(F)(F)F.N1(OC(N(C)C)=[N+](C)C)C2N=CC=CC=2N=N1.[C:25]([O:29][C:30]([N:32]1[CH2:37][CH2:36][C:35]([CH2:41][NH:42][C:43]([O:45][C:46]([CH3:49])([CH3:48])[CH3:47])=[O:44])([C:38](O)=[O:39])[CH2:34][CH2:33]1)=[O:31])([CH3:28])([CH3:27])[CH3:26].Cl.[Br:51][C:52]1[CH:56]=[C:55]([CH2:57][NH2:58])[O:54][N:53]=1.C(N(C(C)C)C(C)C)C. Product: [Br:51][C:52]1[CH:56]=[C:55]([CH2:57][NH:58][C:38]([C:35]2([CH2:41][NH:42][C:43]([O:45][C:46]([CH3:49])([CH3:48])[CH3:47])=[O:44])[CH2:34][CH2:33][N:32]([C:30]([O:29][C:25]([CH3:28])([CH3:27])[CH3:26])=[O:31])[CH2:37][CH2:36]2)=[O:39])[O:54][N:53]=1. The catalyst class is: 474. (4) Reactant: [F:1][C:2]1[CH:7]=[CH:6][C:5]([C:8]2[S:12][C:11]3[CH:13]=[C:14]([O:17]C)[CH:15]=[CH:16][C:10]=3[C:9]=2[O:19][C:20]2[CH:33]=[CH:32][C:23](/[CH:24]=[CH:25]/[C:26]3[O:30][C:29](=[O:31])[NH:28][N:27]=3)=[CH:22][CH:21]=2)=[C:4]([CH3:34])[CH:3]=1.B(Br)(Br)Br. Product: [F:1][C:2]1[CH:7]=[CH:6][C:5]([C:8]2[S:12][C:11]3[CH:13]=[C:14]([OH:17])[CH:15]=[CH:16][C:10]=3[C:9]=2[O:19][C:20]2[CH:21]=[CH:22][C:23](/[CH:24]=[CH:25]/[C:26]3[O:30][C:29](=[O:31])[NH:28][N:27]=3)=[CH:32][CH:33]=2)=[C:4]([CH3:34])[CH:3]=1. The catalyst class is: 2.